This data is from Reaction yield outcomes from USPTO patents with 853,638 reactions. The task is: Predict the reaction yield, written as a fraction of the theoretical maximum amount of product (1.0 means a 100% yield; for example, 0.34 means a 34% yield). (1) The yield is 0.700. No catalyst specified. The product is [ClH:31].[NH2:32][C:33]1[N:38]=[CH:37][C:36](/[CH:39]=[CH:40]/[C:41]([N:16]([CH2:6][C:5]2[CH:9]=[CH:10][CH:11]=[C:12]([O:13][CH3:14])[C:4]=2[O:3][CH2:1][CH3:2])[CH3:15])=[O:43])=[CH:35][C:34]=1[CH2:44][N:45]1[CH2:50][CH2:49][O:48][CH2:47][CH2:46]1. The reactants are [CH2:1]([O:3][C:4]1[C:12]([O:13][CH3:14])=[CH:11][CH:10]=[CH:9][C:5]=1[CH2:6]CN)[CH3:2].[CH3:15][NH:16]CC1C=CC2C(=CC=CC=2)C=1CCC.[ClH:31].[NH2:32][C:33]1[N:38]=[CH:37][C:36](/[CH:39]=[CH:40]/[C:41]([OH:43])=O)=[CH:35][C:34]=1[CH2:44][N:45]1[CH2:50][CH2:49][O:48][CH2:47][CH2:46]1.Cl.CN1CC2C=C(/C=C/C(O)=O)C=NC=2NC(=O)C1. (2) The reactants are [NH2:1][C:2]1[N:3]=[C:4]2[CH:9]=[CH:8][C:7]([O:10][C:11]3[CH:12]=[C:13]([NH:17][C:18](=[O:29])[C:19]4[CH:24]=[CH:23][CH:22]=[C:21]([C:25]([F:28])([F:27])[F:26])[CH:20]=4)[CH:14]=[CH:15][CH:16]=3)=[N:6][N:5]2[CH:30]=1.[C:31](Cl)(=[O:33])[CH3:32]. The catalyst is N1C=CC=CC=1. The product is [C:31]([NH:1][C:2]1[N:3]=[C:4]2[CH:9]=[CH:8][C:7]([O:10][C:11]3[CH:12]=[C:13]([NH:17][C:18](=[O:29])[C:19]4[CH:24]=[CH:23][CH:22]=[C:21]([C:25]([F:28])([F:27])[F:26])[CH:20]=4)[CH:14]=[CH:15][CH:16]=3)=[N:6][N:5]2[CH:30]=1)(=[O:33])[CH3:32]. The yield is 0.600. (3) The reactants are [H-].[Na+].[Cl:3][C:4]1[CH:5]=[C:6]([CH:19]=[CH:20][C:21]=1[O:22][CH2:23][C:24]1[CH:29]=[CH:28][CH:27]=[C:26]([F:30])[CH:25]=1)[NH:7][C:8]1[C:17]2[C:12](=[CH:13][CH:14]=[CH:15][C:16]=2F)[N:11]=[CH:10][N:9]=1.[CH3:31][O:32][C:33]1[CH:40]=[CH:39][C:36]([CH2:37][OH:38])=[CH:35][CH:34]=1.[H][H]. The catalyst is CN(C=O)C. The product is [Cl:3][C:4]1[CH:5]=[C:6]([CH:19]=[CH:20][C:21]=1[O:22][CH2:23][C:24]1[CH:29]=[CH:28][CH:27]=[C:26]([F:30])[CH:25]=1)[NH:7][C:8]1[C:17]2[C:12](=[CH:13][CH:14]=[CH:15][C:16]=2[O:38][CH2:37][C:36]2[CH:39]=[CH:40][C:33]([O:32][CH3:31])=[CH:34][CH:35]=2)[N:11]=[CH:10][N:9]=1. The yield is 0.870. (4) The reactants are C(NC(C)C)(C)C.C([Li])CCC.[Cl:13][C:14]1[CH:19]=[CH:18][C:17]([Cl:20])=[CH:16][N:15]=1.[C:21]([C:23]1[CH:24]=[CH:25][C:26]([F:31])=[C:27]([CH:30]=1)[CH:28]=[O:29])#[N:22].[Cl-].[NH4+]. The catalyst is O1CCCC1.CCCCCC. The product is [Cl:13][C:14]1[CH:19]=[C:18]([CH:28]([OH:29])[C:27]2[CH:30]=[C:23]([CH:24]=[CH:25][C:26]=2[F:31])[C:21]#[N:22])[C:17]([Cl:20])=[CH:16][N:15]=1. The yield is 0.740. (5) The reactants are [I:1][C:2]1[CH:3]=[C:4]2[C:8](=[CH:9][CH:10]=1)[NH:7][C:6](=[O:11])[C:5]2=O.[NH:13]([C:15](=[O:28])[CH2:16][O:17][C:18]1[CH:27]=[CH:26][C:21]([C:22]([O:24][CH3:25])=[O:23])=[CH:20][CH:19]=1)[NH2:14]. The catalyst is C(O)(=O)C. The product is [I:1][C:2]1[CH:3]=[C:4]2[C:8](=[CH:9][CH:10]=1)[NH:7][C:6](=[O:11])[C:5]2=[N:14][NH:13][C:15](=[O:28])[CH2:16][O:17][C:18]1[CH:27]=[CH:26][C:21]([C:22]([O:24][CH3:25])=[O:23])=[CH:20][CH:19]=1. The yield is 0.770.